This data is from Experimentally validated miRNA-target interactions with 360,000+ pairs, plus equal number of negative samples. The task is: Binary Classification. Given a miRNA mature sequence and a target amino acid sequence, predict their likelihood of interaction. (1) The miRNA is hsa-miR-92a-3p with sequence UAUUGCACUUGUCCCGGCCUGU. The protein sequence of the target gene is MAEDPEAVLQLPAAPAAAAGESLLELSPETAIPEPPSSVAVSPGTEEPPGDTKKKIDILLKAVGDTPIMKTKKWAVERTRTVQALIDFIRKFLRLLASEQLFIYVNQSFAPSPDQEVGTLYECFGSDGKLVLHYCKSQAWG. Result: 0 (no interaction). (2) The miRNA is mmu-miR-1955-5p with sequence AGUCCCAGGAUGCACUGCAGCUUUU. The protein sequence of the target gene is MALKQISSNKCFGGLQKVFEHDSVELNCKMKFAVYLPPKAETGKCPALYWLSGLTCTEQNFISKSGYHQSASEHGLVVIAPDTSPRGCNIKGEDESWDFGTGAGFYVDATEDPWKTNYRMYSYVTEELPQLINANFPVDPQRMSIFGHSMGGHGALICALKNPGKYKSVSAFAPICNPVLCPWGKKAFSGYLGTDQSKWKAYDATHLVKSYPGSQLDILIDQGKDDQFLLDGQLLPDNFIAACTEKKIPVVFRLQEGYDHSYYFIATFITDHIRHHAKYLNA. Result: 0 (no interaction). (3) The miRNA is hsa-miR-299-5p with sequence UGGUUUACCGUCCCACAUACAU. The protein sequence of the target gene is MLPRPLRLLLDTSPPGGVVLSSFRSRDPEEGGGPGGLVVGGGQEEEEEEEEEAPVSVWDEEEDGAVFTVTSRQYRPLDPLVPMPPPRSSRRLRAGTLEALVRHLLDTRTSGTDVSFMSAFLATHRAFTSTPALLGLMADRLEALESHPTDELERTTEVAISVLSTWLASHPEDFGSEAKGQLDRLESFLLQTGYAAGKGVGGGSADLIRNLRSRVDPQAPDLPKPLALPGDPPADPTDVLVFLADHLAEQLTLLDAELFLNLIPSQCLGGLWGHRDRPGHSHLCPSVRATVTQFNKVAGA.... Result: 1 (interaction). (4) The miRNA is hsa-miR-378i with sequence ACUGGACUAGGAGUCAGAAGG. The protein sequence of the target gene is MYIKMATLANGQADNASLSTNGLGSSPGSAGHMNGLSHSPGNPSTIPMKDHDAIKLFIGQIPRNLDEKDLKPLFEEFGKIYELTVLKDRFTGMHKGCAFLTYCERESALKAQSALHEQKTLPGMNRPIQVKPADSESRGGSSCLRQPPSQDRKLFVGMLNKQQSEDDVRRLFEAFGNIEECTILRGPDGNSKGCAFVKYSSHAEAQAAINALHGSQTMPGASSSLVVKFADTDKERTMRRMQQMAGQMGMFNPMAIPFGAYGAYAQALMQQQAALMASVAQGGYLNPMAAFAAAQMQQMA.... Result: 1 (interaction). (5) The miRNA is hsa-miR-6814-5p with sequence UCCCAAGGGUGAGAUGCUGCCA. The protein sequence of the target gene is MAFLDNPTIILAHIRQSHVTSDDTGMCEMVLIDHDVDLEKIHPPSMPGDSGSEIQGSNGETQGYVYAQSVDITSSWDFGIRRRSNTAQRLERLRKERQNQIKCKNIQWKERNSKQSAQELKSLFEKKSLKEKPPISGKQSILSVRLEQCPLQLNNPFNEYSKFDGKGHVGTTATKKIDVYLPLHSSQDRLLPMTVVTMASARVQDLIGLICWQYTSEGREPKLNDNVSAYCLHIAEDDGEVDTDFPPLDSNEPIHKFGFSTLALVEKYSSPGLTSKESLFVRINAAHGFSLIQVDNTKVT.... Result: 0 (no interaction). (6) The miRNA is hsa-miR-193b-5p with sequence CGGGGUUUUGAGGGCGAGAUGA. The protein sequence of the target gene is MEFLLGNPFSTPVGQCLEKATDGSLQSEDWTLNMEICDIINETEEGPKDAIRALKKRLSGNRNYREVMLALTVLETCVKNCGHRFHLLVANRDFIDSVLVKIISPKNNPPTIVQDKVLALIQAWADAFRSSPDLTGVVHIYEELKRRGIEFPMADLDALSPIHTPQRSVPEMDPAATIPRSQTQPRTTAGTYSSPPPASYSTLQAPALSVTGPITANSEQIARLRSELDIVRGNTKVMSEMLTEMVPGQEDSSDLELLQELNRTCRAMQHRIVELISRVSNEEVTEELLHVNDDLNNVFL.... Result: 0 (no interaction).